This data is from Forward reaction prediction with 1.9M reactions from USPTO patents (1976-2016). The task is: Predict the product of the given reaction. (1) Given the reactants Br[C:2]1[CH:7]=[CH:6][C:5]([C:8]2([C:11]([N:13]3[CH2:17][CH2:16][C@@:15]4([C:21]5[CH:22]=[CH:23][CH:24]=[CH:25][C:20]=5[C:19](=[O:26])[O:18]4)[CH2:14]3)=[O:12])[CH2:10][CH2:9]2)=[CH:4][CH:3]=1.[CH3:27][C:28]1([CH3:44])[C:32]([CH3:34])([CH3:33])[O:31][B:30]([B:30]2[O:31][C:32]([CH3:34])([CH3:33])[C:28]([CH3:44])([CH3:27])[O:29]2)[O:29]1.O1CCOCC1.C([O-])(=O)C.[K+].ClCCl, predict the reaction product. The product is: [CH3:27][C:28]1([CH3:44])[C:32]([CH3:34])([CH3:33])[O:31][B:30]([C:2]2[CH:7]=[CH:6][C:5]([C:8]3([C:11]([N:13]4[CH2:17][CH2:16][C@@:15]5([C:21]6[CH:22]=[CH:23][CH:24]=[CH:25][C:20]=6[C:19](=[O:26])[O:18]5)[CH2:14]4)=[O:12])[CH2:10][CH2:9]3)=[CH:4][CH:3]=2)[O:29]1. (2) Given the reactants [Si]([O:8][CH2:9][C:10]1[N:15]=[C:14]([CH2:16][O:17][C:18]2[C:27]3[C:22](=[CH:23][CH:24]=[CH:25][CH:26]=3)[C:21](Cl)=[N:20][CH:19]=2)[CH:13]=[CH:12][CH:11]=1)(C(C)(C)C)(C)C.[F:29][C:30]([F:36])([F:35])[C:31]([NH:33][NH2:34])=O.Cl, predict the reaction product. The product is: [F:29][C:30]([F:36])([F:35])[C:31]1[N:20]2[CH:19]=[C:18]([O:17][CH2:16][C:14]3[N:15]=[C:10]([CH2:9][OH:8])[CH:11]=[CH:12][CH:13]=3)[C:27]3[C:22]([C:21]2=[N:34][N:33]=1)=[CH:23][CH:24]=[CH:25][CH:26]=3. (3) Given the reactants [Br:1][C:2]1[CH:7]=[CH:6][C:5]([C@H:8]([OH:10])[CH3:9])=[CH:4][CH:3]=1.[H-].[Na+].[CH3:13]I, predict the reaction product. The product is: [Br:1][C:2]1[CH:7]=[CH:6][C:5]([C@H:8]([O:10][CH3:13])[CH3:9])=[CH:4][CH:3]=1. (4) Given the reactants [CH:1]([C@@H:4]1[CH2:8][CH2:7][NH:6][C@H:5]1[C:9]([OH:11])=[O:10])([CH3:3])[CH3:2].O1CCOCC1.[CH3:18][C:19]([O:22][C:23](O[C:23]([O:22][C:19]([CH3:21])([CH3:20])[CH3:18])=[O:24])=[O:24])([CH3:21])[CH3:20], predict the reaction product. The product is: [C:19]([O:22][C:23]([N:6]1[CH2:7][CH2:8][CH:4]([CH:1]([CH3:3])[CH3:2])[CH:5]1[C:9]([OH:11])=[O:10])=[O:24])([CH3:21])([CH3:20])[CH3:18]. (5) Given the reactants [NH:1]1[C:9]2[CH2:8][CH2:7][CH:6]=[C:5]([C:10]3[CH:17]=[CH:16][C:13]([C:14]#[N:15])=[C:12]([F:18])[CH:11]=3)[C:4]=2[CH:3]=[N:2]1.[H][H], predict the reaction product. The product is: [F:18][C:12]1[CH:11]=[C:10]([CH:5]2[CH2:6][CH2:7][CH2:8][C:9]3[NH:1][N:2]=[CH:3][C:4]2=3)[CH:17]=[CH:16][C:13]=1[C:14]#[N:15].